From a dataset of Reaction yield outcomes from USPTO patents with 853,638 reactions. Predict the reaction yield, written as a fraction of the theoretical maximum amount of product (1.0 means a 100% yield; for example, 0.34 means a 34% yield). (1) The catalyst is CN(C)C=O. The reactants are Cl[CH2:2][C:3]1[O:7][C:6]([C:8]([O:10][CH2:11][CH3:12])=[O:9])=[CH:5][CH:4]=1.[C:13]1(=[O:23])[NH:17][C:16](=[O:18])[C:15]2=[CH:19][CH:20]=[CH:21][CH:22]=[C:14]12.[K].O. The yield is 0.930. The product is [CH2:11]([O:10][C:8]([C:6]1[O:7][C:3]([CH2:2][N:17]2[C:16](=[O:18])[C:15]3=[CH:19][CH:20]=[CH:21][CH:22]=[C:14]3[C:13]2=[O:23])=[CH:4][CH:5]=1)=[O:9])[CH3:12]. (2) The reactants are [CH2:1]([O:3][C:4](=[O:37])[CH2:5][C:6]1[C:14]2[C:9](=[CH:10][C:11]([C:15]3[CH:20]=[C:19]([N+:21]([O-])=O)[CH:18]=[C:17]([N+:24]([O-])=O)[CH:16]=3)=[CH:12][CH:13]=2)[N:8]([CH2:27][C:28]2[S:29][C:30]3[CH:36]=[CH:35][CH:34]=[CH:33][C:31]=3[N:32]=2)[CH:7]=1)[CH3:2]. The catalyst is CCO.[Pd].Cl. The product is [CH2:1]([O:3][C:4](=[O:37])[CH2:5][C:6]1[C:14]2[C:9](=[CH:10][C:11]([C:15]3[CH:16]=[C:17]([NH2:24])[CH:18]=[C:19]([NH2:21])[CH:20]=3)=[CH:12][CH:13]=2)[N:8]([CH2:27][C:28]2[S:29][C:30]3[CH:36]=[CH:35][CH:34]=[CH:33][C:31]=3[N:32]=2)[CH:7]=1)[CH3:2]. The yield is 0.420.